From a dataset of Catalyst prediction with 721,799 reactions and 888 catalyst types from USPTO. Predict which catalyst facilitates the given reaction. (1) Reactant: CS([C:5]1[N:10]=[C:9]([NH:11][CH2:12][CH2:13][C:14]2[CH:19]=[CH:18][C:17]([O:20][CH3:21])=[CH:16][CH:15]=2)[CH:8]=[C:7]([C:22]2[CH:27]=[CH:26][CH:25]=[C:24]([O:28][CH3:29])[CH:23]=2)[N:6]=1)(=O)=O.[CH3:30][NH:31][CH3:32].CO.[ClH:35]. Product: [ClH:35].[CH3:29][O:28][C:24]1[CH:23]=[C:22]([C:7]2[N:6]=[C:5]([N:31]([CH3:32])[CH3:30])[N:10]=[C:9]([NH:11][CH2:12][CH2:13][C:14]3[CH:19]=[CH:18][C:17]([O:20][CH3:21])=[CH:16][CH:15]=3)[CH:8]=2)[CH:27]=[CH:26][CH:25]=1. The catalyst class is: 25. (2) Product: [Cl:24][C:19]1[CH:20]=[CH:21][CH:22]=[CH:23][C:18]=1[C:10]1[C:11]([C:13]2[NH:14][CH:15]=[CH:16][N:17]=2)=[CH:12][N:8]([C:6]2[CH:5]=[CH:4][N:3]=[C:2]([NH:28][C:25](=[O:27])[CH3:26])[CH:7]=2)[N:9]=1. Reactant: Cl[C:2]1[CH:7]=[C:6]([N:8]2[CH:12]=[C:11]([C:13]3[NH:14][CH:15]=[CH:16][N:17]=3)[C:10]([C:18]3[CH:23]=[CH:22][CH:21]=[CH:20][C:19]=3[Cl:24])=[N:9]2)[CH:5]=[CH:4][N:3]=1.[C:25]([NH2:28])(=[O:27])[CH3:26].CC1(C)C2C(=C(P(C3C=CC=CC=3)C3C=CC=CC=3)C=CC=2)OC2C(P(C3C=CC=CC=3)C3C=CC=CC=3)=CC=CC1=2.C(=O)([O-])[O-].[Cs+].[Cs+]. The catalyst class is: 62. (3) Reactant: [Cl:1][C:2]1[CH:28]=[CH:27][C:5]2[N:6]=[C:7]([NH:9][C:10]3[CH:26]=[CH:25][C:13]([C:14]([NH:16][NH:17][C:18]4[C:23]([Cl:24])=[N:22][CH:21]=[CH:20][N:19]=4)=O)=[CH:12][CH:11]=3)[S:8][C:4]=2[CH:3]=1.C(Cl)(Cl)(Cl)Cl.CCN(C(C)C)C(C)C.C(P(CC)CC)C. Product: [Cl:1][C:2]1[CH:28]=[CH:27][C:5]2[N:6]=[C:7]([NH:9][C:10]3[CH:26]=[CH:25][C:13]([C:14]4[N:19]5[CH:20]=[CH:21][N:22]=[C:23]([Cl:24])[C:18]5=[N:17][N:16]=4)=[CH:12][CH:11]=3)[S:8][C:4]=2[CH:3]=1. The catalyst class is: 168. (4) Reactant: [C:1]1([C@H:7]2[CH2:12][CH2:11][C@H:10]([CH2:13][C:14]([O:16][CH2:17][CH3:18])=[O:15])[CH2:9][CH2:8]2)[CH:6]=[CH:5][CH:4]=[CH:3][CH:2]=1.[Al+3].[Cl-].[Cl-].[Cl-].[Br:23][CH2:24][C:25](Br)=[O:26]. Product: [Br:23][CH2:24][C:25]([C:4]1[CH:5]=[CH:6][C:1]([C@H:7]2[CH2:8][CH2:9][C@H:10]([CH2:13][C:14]([O:16][CH2:17][CH3:18])=[O:15])[CH2:11][CH2:12]2)=[CH:2][CH:3]=1)=[O:26]. The catalyst class is: 4. (5) The catalyst class is: 1. Reactant: [F:1][C:2]([F:19])([F:18])[C:3]1[CH:4]=[CH:5][C:6]([CH2:9]P(=O)(OCC)OCC)=[N:7][CH:8]=1.CC(C)([O-])C.[K+].O=[C:27]1[CH2:31][CH2:30][CH2:29][CH:28]1[NH:32][C:33](=[O:39])[O:34][C:35]([CH3:38])([CH3:37])[CH3:36]. Product: [F:19][C:2]([F:1])([F:18])[C:3]1[CH:4]=[CH:5][C:6](/[CH:9]=[C:27]2/[CH:28]([NH:32][C:33](=[O:39])[O:34][C:35]([CH3:37])([CH3:36])[CH3:38])[CH2:29][CH2:30][CH2:31]/2)=[N:7][CH:8]=1. (6) Reactant: [CH3:1][O:2][C:3](=[O:9])[CH2:4][CH2:5]C(O)=O.C1(P([N:24]=[N+]=[N-])(C2C=CC=CC=2)=O)C=CC=CC=1.[NH2:27][C:28]1[C:33]([C:34]([OH:36])=[O:35])=[CH:32][C:31]([Cl:37])=[N:30][CH:29]=1.C[C:39](=[O:43])OCC. Product: [Cl:37][C:31]1[CH:32]=[C:33]([C:28]([NH:27][C:39]([NH:24][CH2:5][CH2:4][C:3]([O:2][CH3:1])=[O:9])=[O:43])=[CH:29][N:30]=1)[C:34]([OH:36])=[O:35]. The catalyst class is: 11. (7) Reactant: [N+:1]([O-:4])([O-])=[O:2].[K+].[Br:6][C:7]1[CH:12]=[CH:11][CH:10]=[C:9]([O:13][CH2:14][CH3:15])[N:8]=1.[OH-].[Na+]. Product: [Br:6][C:7]1[C:12]([N+:1]([O-:4])=[O:2])=[CH:11][CH:10]=[C:9]([O:13][CH2:14][CH3:15])[N:8]=1. The catalyst class is: 65.